This data is from Merck oncology drug combination screen with 23,052 pairs across 39 cell lines. The task is: Regression. Given two drug SMILES strings and cell line genomic features, predict the synergy score measuring deviation from expected non-interaction effect. (1) Drug 1: Cn1c(=O)n(-c2ccc(C(C)(C)C#N)cc2)c2c3cc(-c4cnc5ccccc5c4)ccc3ncc21. Synergy scores: synergy=22.0. Drug 2: CCc1c2c(nc3ccc(O)cc13)-c1cc3c(c(=O)n1C2)COC(=O)C3(O)CC. Cell line: SKMEL30. (2) Drug 2: CCc1cnn2c(NCc3ccc[n+]([O-])c3)cc(N3CCCCC3CCO)nc12. Drug 1: COC12C(COC(N)=O)C3=C(C(=O)C(C)=C(N)C3=O)N1CC1NC12. Synergy scores: synergy=4.16. Cell line: EFM192B. (3) Drug 1: COc1cc(C2c3cc4c(cc3C(OC3OC5COC(C)OC5C(O)C3O)C3COC(=O)C23)OCO4)cc(OC)c1O. Drug 2: CC1(c2nc3c(C(N)=O)cccc3[nH]2)CCCN1. Cell line: NCIH520. Synergy scores: synergy=4.32. (4) Drug 1: COC12C(COC(N)=O)C3=C(C(=O)C(C)=C(N)C3=O)N1CC1NC12. Drug 2: COC1CC2CCC(C)C(O)(O2)C(=O)C(=O)N2CCCCC2C(=O)OC(C(C)CC2CCC(OP(C)(C)=O)C(OC)C2)CC(=O)C(C)C=C(C)C(O)C(OC)C(=O)C(C)CC(C)C=CC=CC=C1C. Cell line: SW837. Synergy scores: synergy=14.2.